Dataset: Full USPTO retrosynthesis dataset with 1.9M reactions from patents (1976-2016). Task: Predict the reactants needed to synthesize the given product. (1) Given the product [CH:54]1([CH2:46][NH:47][C:3](=[O:2])[C:4]2[CH:9]=[CH:8][C:7]([N:10]3[CH:14]=[C:13]([C:15]4[C:16]([C:24]5[CH:25]=[CH:26][CH:27]=[CH:28][CH:29]=5)=[N:17][O:18][C:19]=4[C:20]([F:23])([F:22])[F:21])[N:12]=[CH:11]3)=[N:6][CH:5]=2)[CH2:59][CH2:58]1, predict the reactants needed to synthesize it. The reactants are: C[O:2][C:3](=O)[C:4]1[CH:9]=[CH:8][C:7]([N:10]2[CH:14]=[C:13]([C:15]3[C:16]([C:24]4[CH:29]=[CH:28][CH:27]=[CH:26][CH:25]=4)=[N:17][O:18][C:19]=3[C:20]([F:23])([F:22])[F:21])[N:12]=[CH:11]2)=[N:6][CH:5]=1.COC(=O)C1C=CC(N2C=C(C3[C:46]([C:54]4[CH:59]=[CH:58]C=CC=4)=[N:47]OC=3C(F)(F)F)N=C2)=CC=1. (2) Given the product [Cl:27][C:24]1[CH:23]=[CH:22][C:21]([C:19]2[S:20][C:16]([CH2:15][C:14]([NH:13][CH:9]3[CH2:10][CH2:11][CH2:12][N:7]([C:31]4[CH:40]=[CH:39][CH:38]=[CH:37][C:32]=4[C:33]([O:35][CH3:36])=[O:34])[CH2:8]3)=[O:29])=[C:17]([CH3:28])[N:18]=2)=[CH:26][CH:25]=1, predict the reactants needed to synthesize it. The reactants are: C(=O)([O-])[O-].[Cs+].[Cs+].[NH:7]1[CH2:12][CH2:11][CH2:10][CH:9]([NH:13][C:14](=[O:29])[CH2:15][C:16]2[S:20][C:19]([C:21]3[CH:26]=[CH:25][C:24]([Cl:27])=[CH:23][CH:22]=3)=[N:18][C:17]=2[CH3:28])[CH2:8]1.I[C:31]1[CH:40]=[CH:39][CH:38]=[CH:37][C:32]=1[C:33]([O:35][CH3:36])=[O:34]. (3) Given the product [NH2:2][C:1]1[NH:25][N:24]=[C:4]([NH:5][C:6]2[CH:7]=[CH:8][C:9]([S:12]([NH2:15])(=[O:13])=[O:23])=[CH:10][CH:11]=2)[N:3]=1, predict the reactants needed to synthesize it. The reactants are: [C:1]([N:3]=[C:4](OC1C=CC=CC=1)[NH:5][C:6]1[CH:11]=[CH:10][C:9]([S:12]([NH2:15])(=O)=[O:13])=[CH:8][CH:7]=1)#[N:2].[OH2:23].[NH2:24][NH2:25]. (4) Given the product [ClH:30].[S:1]1[CH:5]=[CH:4][C:3]([C:6]2[C:16]3[O:15][CH2:14][CH2:13][NH:12][CH2:11][C:10]=3[CH:9]=[CH:8][CH:7]=2)=[CH:2]1, predict the reactants needed to synthesize it. The reactants are: [S:1]1[CH:5]=[CH:4][C:3]([C:6]2[C:16]3[O:15][CH2:14][CH2:13][N:12](C(OC(C)(C)C)=O)[CH2:11][C:10]=3[CH:9]=[CH:8][CH:7]=2)=[CH:2]1.C(OCC)(=O)C.[ClH:30]. (5) Given the product [Cl:1][C:2]1[CH:3]=[C:4]2[C:8](=[CH:9][CH:10]=1)[N:7]([S:11]([C:14]1[CH:22]=[CH:21][C:17]([C:18]([NH:34][C:35]3[CH:44]=[CH:43][C:42]([C:45]#[N:46])=[CH:41][C:36]=3[C:37]([O:39][CH3:40])=[O:38])=[O:19])=[CH:16][CH:15]=1)(=[O:13])=[O:12])[CH2:6][CH2:5]2, predict the reactants needed to synthesize it. The reactants are: [Cl:1][C:2]1[CH:3]=[C:4]2[C:8](=[CH:9][CH:10]=1)[N:7]([S:11]([C:14]1[CH:22]=[CH:21][C:17]([C:18](O)=[O:19])=[CH:16][CH:15]=1)(=[O:13])=[O:12])[CH2:6][CH2:5]2.C(Cl)(=O)C(Cl)=O.CN(C=O)C.[NH2:34][C:35]1[CH:44]=[CH:43][C:42]([C:45]#[N:46])=[CH:41][C:36]=1[C:37]([O:39][CH3:40])=[O:38].